From a dataset of Full USPTO retrosynthesis dataset with 1.9M reactions from patents (1976-2016). Predict the reactants needed to synthesize the given product. (1) The reactants are: [H-].[Na+].CN(C=O)C.[CH3:8][O:9][C:10]1[C:19]2[NH:18][C:17](=[O:20])[CH2:16][CH2:15][C:14]=2[C:13]([CH:21]=[O:22])=[CH:12][CH:11]=1.[CH2:23](Br)[C:24]1[CH:29]=[CH:28][CH:27]=[CH:26][CH:25]=1. Given the product [CH2:23]([N:18]1[C:19]2[C:10]([O:9][CH3:8])=[CH:11][CH:12]=[C:13]([CH:21]=[O:22])[C:14]=2[CH2:15][CH2:16][C:17]1=[O:20])[C:24]1[CH:29]=[CH:28][CH:27]=[CH:26][CH:25]=1, predict the reactants needed to synthesize it. (2) Given the product [Br:13][C:14]1[CH:20]=[C:19]2[C:17](=[C:16]([F:21])[CH:15]=1)[N:18]=[C:2]([CH3:3])[CH:1]=[CH:6]2, predict the reactants needed to synthesize it. The reactants are: [C:1]1(C)[CH:6]=CC=[CH:3][CH:2]=1.C(=O)/C=C/C.[Br:13][C:14]1[CH:20]=[CH:19][C:17]([NH2:18])=[C:16]([F:21])[CH:15]=1. (3) Given the product [CH:18]([C:14]1[N:13]([CH2:2][C:3]([NH:5][C:6]2[CH:11]=[CH:10][CH:9]=[C:8]([I:12])[CH:7]=2)=[O:4])[CH:17]=[CH:16][N:15]=1)=[O:19], predict the reactants needed to synthesize it. The reactants are: Br[CH2:2][C:3]([NH:5][C:6]1[CH:11]=[CH:10][CH:9]=[C:8]([I:12])[CH:7]=1)=[O:4].[NH:13]1[CH:17]=[CH:16][N:15]=[C:14]1[CH:18]=[O:19].CCN(C(C)C)C(C)C. (4) The reactants are: [NH:1]1[C:9]2[C:4](=[CH:5][CH:6]=[CH:7][CH:8]=2)[C:3]([CH2:10][C@H:11]([NH:13][CH2:14][C:15]([F:36])([F:35])[CH2:16][O:17][Si](C(C)(C)C)(C2C=CC=CC=2)C2C=CC=CC=2)[CH3:12])=[CH:2]1.CCCC[N+](CCCC)(CCCC)CCCC.[F-]. Given the product [NH:1]1[C:9]2[C:4](=[CH:5][CH:6]=[CH:7][CH:8]=2)[C:3]([CH2:10][C@H:11]([NH:13][CH2:14][C:15]([F:35])([F:36])[CH2:16][OH:17])[CH3:12])=[CH:2]1, predict the reactants needed to synthesize it. (5) Given the product [CH2:28]([N:30]([CH2:36][CH3:37])[CH2:31][CH2:32][C:33]([NH:1][C:2]1[CH:7]=[CH:6][C:5]([N:8]2[CH2:13][CH2:12][N:11]([CH:14]([C:15](=[O:16])[NH:17][CH2:18][CH3:19])[C:20]3[CH:21]=[CH:22][CH:23]=[CH:24][CH:25]=3)[CH2:10][CH2:9]2)=[C:4]([F:26])[CH:3]=1)=[O:34])[CH3:29], predict the reactants needed to synthesize it. The reactants are: [NH2:1][C:2]1[CH:7]=[CH:6][C:5]([N:8]2[CH2:13][CH2:12][N:11]([CH:14]([C:20]3[CH:25]=[CH:24][CH:23]=[CH:22][CH:21]=3)[C:15]([NH:17][CH2:18][CH3:19])=[O:16])[CH2:10][CH2:9]2)=[C:4]([F:26])[CH:3]=1.Cl.[CH2:28]([N:30]([CH2:36][CH3:37])[CH2:31][CH2:32][C:33](O)=[O:34])[CH3:29].C1CN([P+](Br)(N2CCCC2)N2CCCC2)CC1.F[P-](F)(F)(F)(F)F.CCN(C(C)C)C(C)C.